Dataset: Full USPTO retrosynthesis dataset with 1.9M reactions from patents (1976-2016). Task: Predict the reactants needed to synthesize the given product. (1) Given the product [CH3:12][N:13]1[C:2]([C:6]2[CH:7]=[N:8][CH:9]=[CH:10][CH:11]=2)=[CH:3][C:4]([NH2:5])=[N:14]1, predict the reactants needed to synthesize it. The reactants are: O=[C:2]([C:6]1[CH:7]=[N:8][CH:9]=[CH:10][CH:11]=1)[CH2:3][C:4]#[N:5].[CH3:12][NH:13][NH2:14]. (2) Given the product [Cl:19][C:14]1[CH:13]=[C:12]([C:5]2([C:3]([OH:4])=[O:2])[CH2:7][CH:6]2[C:8]([OH:10])=[O:9])[CH:17]=[CH:16][C:15]=1[Cl:18], predict the reactants needed to synthesize it. The reactants are: C[O:2][C:3]([C:5]1([C:12]2[CH:17]=[CH:16][C:15]([Cl:18])=[C:14]([Cl:19])[CH:13]=2)[CH2:7][CH:6]1[C:8]([O:10]C)=[O:9])=[O:4].CO.[OH-].[Na+]. (3) Given the product [Cl:1][C:2]1[C:3]([CH2:24][NH:25][C:29](=[O:30])[CH2:28][C:27]([F:33])([F:32])[F:26])=[N:4][CH:5]=[C:6](/[CH:8]=[CH:9]/[CH:10]([C:15]2[CH:20]=[C:19]([Cl:21])[C:18]([Cl:22])=[C:17]([Cl:23])[CH:16]=2)[C:11]([F:14])([F:12])[F:13])[CH:7]=1, predict the reactants needed to synthesize it. The reactants are: [Cl:1][C:2]1[C:3]([CH2:24][NH2:25])=[N:4][CH:5]=[C:6](/[CH:8]=[CH:9]/[CH:10]([C:15]2[CH:20]=[C:19]([Cl:21])[C:18]([Cl:22])=[C:17]([Cl:23])[CH:16]=2)[C:11]([F:14])([F:13])[F:12])[CH:7]=1.[F:26][C:27]([F:33])([F:32])[CH2:28][C:29](O)=[O:30].CCN=C=NCCCN(C)C.Cl.C1C=CC2N(O)N=NC=2C=1.O.CCN(C(C)C)C(C)C. (4) Given the product [C:1]([C:5]1[CH:6]=[C:7]([NH:11][C:12]([C:13]2[CH:18]=[CH:17][C:16]([N:19]3[CH2:24][CH2:23][N:22]([C:27]4[CH:35]=[CH:34][C:30]([C:31]([OH:33])=[O:32])=[CH:29][N:28]=4)[CH2:21][CH2:20]3)=[N:15][CH:14]=2)=[O:25])[CH:8]=[CH:9][CH:10]=1)([CH3:4])([CH3:2])[CH3:3], predict the reactants needed to synthesize it. The reactants are: [C:1]([C:5]1[CH:6]=[C:7]([NH:11][C:12](=[O:25])[C:13]2[CH:18]=[CH:17][C:16]([N:19]3[CH2:24][CH2:23][NH:22][CH2:21][CH2:20]3)=[N:15][CH:14]=2)[CH:8]=[CH:9][CH:10]=1)([CH3:4])([CH3:3])[CH3:2].Cl[C:27]1[CH:35]=[CH:34][C:30]([C:31]([OH:33])=[O:32])=[CH:29][N:28]=1.C(C1C=C(NC(C2C=CC(N3CCN(C4C=CC(C(O)=O)=CC=4)CC3)=C(F)C=2)=O)C=CC=1)(C)(C)C. (5) Given the product [Cl:23][CH2:24][CH2:25][CH2:26][CH2:27][CH:9]([C:6]1[CH:5]=[CH:4][C:3]([C:1]#[N:2])=[CH:8][CH:7]=1)[C:10]([OH:12])=[O:11], predict the reactants needed to synthesize it. The reactants are: [C:1]([C:3]1[CH:8]=[CH:7][C:6]([CH2:9][C:10]([OH:12])=[O:11])=[CH:5][CH:4]=1)#[N:2].C[Si]([N-][Si](C)(C)C)(C)C.[Na+].[Cl:23][CH2:24][CH2:25][CH2:26][CH2:27]I. (6) Given the product [CH3:19][C@@H:20]1[CH2:24][CH2:23][CH2:22][N:21]1[CH2:25][CH2:26][C:27]1[CH:32]=[CH:31][C:30]([C:2]2[CH:11]=[C:10]3[C:5]([CH2:6][CH2:7][N:8]([C:12]([O:14][C:15]([CH3:18])([CH3:17])[CH3:16])=[O:13])[CH2:9]3)=[CH:4][CH:3]=2)=[CH:29][CH:28]=1, predict the reactants needed to synthesize it. The reactants are: Br[C:2]1[CH:11]=[C:10]2[C:5]([CH2:6][CH2:7][N:8]([C:12]([O:14][C:15]([CH3:18])([CH3:17])[CH3:16])=[O:13])[CH2:9]2)=[CH:4][CH:3]=1.[CH3:19][C@@H:20]1[CH2:24][CH2:23][CH2:22][N:21]1[CH2:25][CH2:26][C:27]1[CH:32]=[CH:31][C:30](B(O)O)=[CH:29][CH:28]=1.C([O-])([O-])=O.[Na+].[Na+]. (7) Given the product [Fe:32]([Cl:34])[Cl:33].[CH:1]([C:4]1[CH:9]=[CH:8][CH:7]=[C:6]([CH3:10])[C:5]=1[N:11]=[C:12]([C:14]1[CH:19]=[CH:18][CH:17]=[C:16]([C:20](=[N:22][C:23]2[CH:28]=[CH:27][CH:26]=[CH:25][C:24]=2[CH:29]([CH3:31])[CH3:30])[CH3:21])[N:15]=1)[CH3:13])([CH3:3])[CH3:2], predict the reactants needed to synthesize it. The reactants are: [CH:1]([C:4]1[CH:9]=[CH:8][CH:7]=[C:6]([CH3:10])[C:5]=1[N:11]=[C:12]([C:14]1[CH:19]=[CH:18][CH:17]=[C:16]([C:20](=[N:22][C:23]2[CH:28]=[CH:27][CH:26]=[CH:25][C:24]=2[CH:29]([CH3:31])[CH3:30])[CH3:21])[N:15]=1)[CH3:13])([CH3:3])[CH3:2].[Fe:32]([Cl:34])[Cl:33]. (8) The reactants are: Cl.[NH2:2][C@@H:3]([CH2:11][CH:12]([CH3:14])[CH3:13])[C:4]([O:6][C:7]([CH3:10])([CH3:9])[CH3:8])=[O:5].[CH:15](=O)[C:16]([CH3:19])([CH3:18])[CH3:17].C(O)(=O)C.C([BH3-])#N. Given the product [CH3:13][CH:12]([CH3:14])[CH2:11][C@H:3]([NH:2][CH2:15][C:16]([CH3:19])([CH3:18])[CH3:17])[C:4]([O:6][C:7]([CH3:8])([CH3:9])[CH3:10])=[O:5], predict the reactants needed to synthesize it. (9) Given the product [N:7]1[CH:8]=[CH:9][CH:10]=[CH:11][C:6]=1[C:5]1[O:1][C:2]([C:17](=[O:29])[CH2:18][CH2:19][CH2:20][CH2:21][CH2:22][CH2:23][CH2:24][CH2:25][CH2:26][CH2:27][CH3:28])=[N:3][CH:4]=1, predict the reactants needed to synthesize it. The reactants are: [O:1]1[C:5]([C:6]2[CH:11]=[CH:10][CH:9]=[CH:8][N:7]=2)=[CH:4][N:3]=[CH:2]1.[Li]CCCC.[C:17](Cl)(=[O:29])[CH2:18][CH2:19][CH2:20][CH2:21][CH2:22][CH2:23][CH2:24][CH2:25][CH2:26][CH2:27][CH3:28]. (10) Given the product [F:1][C:2]1[CH:7]=[C:6]([S@:8]([CH3:10])=[O:9])[CH:5]=[CH:4][C:3]=1[C:11]1[CH:16]=[CH:15][C:14]([O:17][CH2:18][CH:19]2[CH2:24][CH2:23][N:22]([C:25]3[O:29][N:28]=[C:27]([CH:30]([CH3:32])[CH3:31])[N:26]=3)[CH2:21][CH2:20]2)=[CH:13][N:12]=1, predict the reactants needed to synthesize it. The reactants are: [F:1][C:2]1[CH:7]=[C:6]([S:8]([CH3:10])=[O:9])[CH:5]=[CH:4][C:3]=1[C:11]1[CH:16]=[CH:15][C:14]([O:17][CH2:18][CH:19]2[CH2:24][CH2:23][N:22]([C:25]3[O:29][N:28]=[C:27]([CH:30]([CH3:32])[CH3:31])[N:26]=3)[CH2:21][CH2:20]2)=[CH:13][N:12]=1.C(=O)=O.CO.